Dataset: Forward reaction prediction with 1.9M reactions from USPTO patents (1976-2016). Task: Predict the product of the given reaction. (1) Given the reactants O[C:2]1[C:11]2[C:6](=[N:7][CH:8]=[CH:9][CH:10]=2)[N:5]([C:12]2[CH:17]=[CH:16][CH:15]=[C:14]([O:18][C:19]([F:22])([F:21])[F:20])[CH:13]=2)[C:4](=[O:23])[C:3]=1[C:24](=O)[CH2:25][C:26]1[S:27][CH:28]=[CH:29][CH:30]=1.O.[NH2:33][NH2:34].C(=O)([O-])O.[Na+], predict the reaction product. The product is: [S:27]1[CH:28]=[CH:29][CH:30]=[C:26]1[CH2:25][C:24]1[C:3]2[C:4](=[O:23])[N:5]([C:12]3[CH:17]=[CH:16][CH:15]=[C:14]([O:18][C:19]([F:20])([F:21])[F:22])[CH:13]=3)[C:6]3[N:7]=[CH:8][CH:9]=[CH:10][C:11]=3[C:2]=2[NH:34][N:33]=1. (2) Given the reactants [NH2:1][CH:2]([CH:10]([CH3:12])[CH3:11])[C:3]([O:5][C:6]([CH3:9])([CH3:8])[CH3:7])=[O:4].[C:13]([C:15]1[CH:22]=[CH:21][C:18]([CH2:19]Br)=[C:17]([F:23])[CH:16]=1)#[N:14].C([O-])(O)=O.[Na+].O, predict the reaction product. The product is: [C:13]([C:15]1[CH:22]=[CH:21][C:18]([CH2:19][NH:1][CH:2]([CH:10]([CH3:12])[CH3:11])[C:3]([O:5][C:6]([CH3:7])([CH3:9])[CH3:8])=[O:4])=[C:17]([F:23])[CH:16]=1)#[N:14]. (3) Given the reactants [NH2:1][C:2]1[NH:6][N:5]=[C:4]2[C:7]([CH3:18])([CH3:17])[N:8]([C:10]([O:12][C:13]([CH3:16])([CH3:15])[CH3:14])=[O:11])[CH2:9][C:3]=12.C(N(CC)C(C)C)(C)C.[CH3:28][CH2:29][O:30][C:31](C)=[O:32], predict the reaction product. The product is: [NH2:1][C:2]1[N:6]([C:31]([O:30][CH2:29][CH3:28])=[O:32])[N:5]=[C:4]2[C:7]([CH3:18])([CH3:17])[N:8]([C:10]([O:12][C:13]([CH3:16])([CH3:15])[CH3:14])=[O:11])[CH2:9][C:3]=12. (4) Given the reactants Cl[C:2]1[CH:11]=[CH:10][C:9]2[C:4](=[CH:5][CH:6]=[C:7]([N+:12]([O-:14])=[O:13])[CH:8]=2)[N:3]=1.[C:15]([O:19][C:20]([N:22]1[CH2:27][C@@H:26]2[CH2:28][C@H:23]1[CH2:24][NH:25]2)=[O:21])([CH3:18])([CH3:17])[CH3:16], predict the reaction product. The product is: [NH3:3].[N+:12]([C:7]1[CH:8]=[C:9]2[C:4](=[CH:5][CH:6]=1)[N:3]=[C:2]([N:25]1[CH2:24][C@@H:23]3[CH2:28][C@H:26]1[CH2:27][N:22]3[C:20]([O:19][C:15]([CH3:18])([CH3:17])[CH3:16])=[O:21])[CH:11]=[CH:10]2)([O-:14])=[O:13]. (5) The product is: [F:1][C:2]1[CH:17]=[CH:16][CH:15]=[C:14]([F:18])[C:3]=1[CH2:4][C:5]1[CH:6]=[C:7]([C:11](=[O:13])[CH2:12][C:21]([C:23]2[CH:28]=[C:27]([O:29][CH3:30])[CH:26]=[CH:25][N:24]=2)=[O:20])[CH:8]=[CH:9][CH:10]=1. Given the reactants [F:1][C:2]1[CH:17]=[CH:16][CH:15]=[C:14]([F:18])[C:3]=1[CH2:4][C:5]1[CH:6]=[C:7]([C:11](=[O:13])[CH3:12])[CH:8]=[CH:9][CH:10]=1.C[O:20][C:21]([C:23]1[CH:28]=[C:27]([O:29][CH3:30])[CH:26]=[CH:25][N:24]=1)=O.C[O-].[Na+].[NH4+].[Cl-], predict the reaction product.